This data is from Full USPTO retrosynthesis dataset with 1.9M reactions from patents (1976-2016). The task is: Predict the reactants needed to synthesize the given product. (1) Given the product [Cl:16][C:17]1[N:18]=[C:19]([O:24][CH3:25])[N:20]=[C:21]([NH:13][CH2:12][CH2:11][C:8]2[CH:7]=[CH:6][C:5]([O:4][C:3]([F:14])([F:15])[F:2])=[CH:10][CH:9]=2)[CH:22]=1, predict the reactants needed to synthesize it. The reactants are: Cl.[F:2][C:3]([F:15])([F:14])[O:4][C:5]1[CH:10]=[CH:9][C:8]([CH2:11][CH2:12][NH2:13])=[CH:7][CH:6]=1.[Cl:16][C:17]1[CH:22]=[C:21](Cl)[N:20]=[C:19]([O:24][CH3:25])[N:18]=1.C(=O)([O-])O.[Na+]. (2) The reactants are: Br[C:2]1[N:6]2[CH:7]=[CH:8][C:9]([C:11]([OH:14])([CH3:13])[CH3:12])=[N:10][C:5]2=[N:4][CH:3]=1.[F:15][C:16]1[CH:21]=[CH:20][C:19](B(O)O)=[CH:18][C:17]=1[C:25]1[CH:30]=[CH:29][N:28]=[CH:27][CH:26]=1. Given the product [F:15][C:16]1[CH:21]=[CH:20][C:19]([C:2]2[N:6]3[CH:7]=[CH:8][C:9]([C:11]([OH:14])([CH3:13])[CH3:12])=[N:10][C:5]3=[N:4][CH:3]=2)=[CH:18][C:17]=1[C:25]1[CH:26]=[CH:27][N:28]=[CH:29][CH:30]=1, predict the reactants needed to synthesize it. (3) Given the product [CH:7]1([C:10]([N:12]=[C:13]=[S:14])=[O:11])[CH2:9][CH2:8]1.[Cl:15][C:16]1[CH:17]=[C:18]([NH:19][C:13]([NH:12][C:10]([CH:7]2[CH2:9][CH2:8]2)=[O:11])=[S:14])[CH:20]=[CH:21][C:22]=1[O:23][C:24]1[C:33]2[C:28](=[CH:29][C:30]([O:36][CH3:37])=[C:31]([O:34][CH3:35])[CH:32]=2)[N:27]=[CH:26][CH:25]=1, predict the reactants needed to synthesize it. The reactants are: C1(C(Cl)=O)CC1.[CH:7]1([C:10]([N:12]=[C:13]=[S:14])=[O:11])[CH2:9][CH2:8]1.[Cl:15][C:16]1[CH:17]=[C:18]([CH:20]=[CH:21][C:22]=1[O:23][C:24]1[C:33]2[C:28](=[CH:29][C:30]([O:36][CH3:37])=[C:31]([O:34][CH3:35])[CH:32]=2)[N:27]=[CH:26][CH:25]=1)[NH2:19].C1(C)C=CC=CC=1. (4) Given the product [ClH:14].[S:19]1[CH:20]=[C:16]([CH2:15][O:1][NH2:2])[N:17]=[CH:18]1, predict the reactants needed to synthesize it. The reactants are: [OH:1][N:2]1C(=O)C2=CC=CC=C2C1=O.Cl.[Cl:14][CH2:15][C:16]1[N:17]=[CH:18][S:19][CH:20]=1. (5) Given the product [C:26]([OH:21])([C:25]([F:30])([F:29])[F:24])=[O:42].[CH3:22][C:3]1[C:2]([NH:28][C@@H:26]([CH3:27])[C:25]([F:30])([F:29])[F:24])=[N:11][C:10]2[C:5](=[CH:6][CH:7]=[CH:8][C:9]=2[C:12]2[NH:20][C:19]3[CH2:18][CH2:17][NH:16][C:15](=[O:21])[C:14]=3[CH:13]=2)[N:4]=1, predict the reactants needed to synthesize it. The reactants are: Cl[C:2]1[C:3]([CH3:22])=[N:4][C:5]2[C:10]([N:11]=1)=[C:9]([C:12]1[NH:20][C:19]3[CH2:18][CH2:17][NH:16][C:15](=[O:21])[C:14]=3[CH:13]=1)[CH:8]=[CH:7][CH:6]=2.Cl.[F:24][C:25]([F:30])([F:29])[C@@H:26]([NH2:28])[CH3:27].[O-]P([O-])([O-])=O.[K+].[K+].[K+].C(#N)C.[OH2:42].